Regression. Given a peptide amino acid sequence and an MHC pseudo amino acid sequence, predict their binding affinity value. This is MHC class II binding data. From a dataset of Peptide-MHC class II binding affinity with 134,281 pairs from IEDB. (1) The binding affinity (normalized) is 0.514. The MHC is DRB5_0101 with pseudo-sequence DRB5_0101. The peptide sequence is DVLFRLENHAETLRA. (2) The peptide sequence is RVDGLELKKLGEVSW. The MHC is HLA-DQA10501-DQB10302 with pseudo-sequence HLA-DQA10501-DQB10302. The binding affinity (normalized) is 0.272. (3) The peptide sequence is HHFHELQLKDGRRIV. The MHC is DRB1_0301 with pseudo-sequence DRB1_0301. The binding affinity (normalized) is 0.613. (4) The peptide sequence is KITQWLETKGVERLKRM. The MHC is DRB1_0404 with pseudo-sequence DRB1_0404. The binding affinity (normalized) is 0.0345. (5) The peptide sequence is LVGPTPVNIIGRDLLTQIGC. The MHC is H-2-IAd with pseudo-sequence H-2-IAd. The binding affinity (normalized) is 0.433. (6) The peptide sequence is MKSSWGAIWRIDPKK. The MHC is DRB1_1201 with pseudo-sequence DRB1_1201. The binding affinity (normalized) is 0.195. (7) The peptide sequence is FVHLGHRDNIEDDLL. The MHC is DRB1_0401 with pseudo-sequence DRB1_0401. The binding affinity (normalized) is 0.0267. (8) The peptide sequence is GWYLVAATAAAATLR. The MHC is DRB1_0404 with pseudo-sequence DRB1_0404. The binding affinity (normalized) is 0.786. (9) The peptide sequence is RMLEPTRVVNWEVII. The MHC is HLA-DQA10201-DQB10402 with pseudo-sequence YNFHERXFATVLHILFFGGTYYDIEDSTVHLETT. The binding affinity (normalized) is 0.339.